From a dataset of Forward reaction prediction with 1.9M reactions from USPTO patents (1976-2016). Predict the product of the given reaction. (1) Given the reactants O1CCCCC1[N:7]1[C:15]2[C:10](=[CH:11][C:12]([C:16]#[N:17])=[CH:13][CH:14]=2)[C:9]([C:18]2[CH:22]=[CH:21][S:20][CH:19]=2)=[N:8]1.[N:23]([Sn](CCCC)(CCCC)CCCC)=[N+:24]=[N-:25].O1CCOCC1.Cl, predict the reaction product. The product is: [N:23]1[NH:24][N:25]=[N:17][C:16]=1[C:12]1[CH:11]=[C:10]2[C:15](=[CH:14][CH:13]=1)[NH:7][N:8]=[C:9]2[C:18]1[CH:22]=[CH:21][S:20][CH:19]=1. (2) Given the reactants [F:1][C:2]([F:17])([F:16])[C:3]1[CH:4]=[C:5]([CH:9]=[C:10]([C:12]([F:15])([F:14])[F:13])[CH:11]=1)[C:6](=[S:8])[NH2:7].[CH3:18]I, predict the reaction product. The product is: [F:17][C:2]([F:1])([F:16])[C:3]1[CH:4]=[C:5]([CH:9]=[C:10]([C:12]([F:15])([F:13])[F:14])[CH:11]=1)[C:6]([S:8][CH3:18])=[NH:7]. (3) Given the reactants [OH-].[K+].[F:3][C:4]1[CH:11]=[CH:10][C:7]([CH:8]=O)=[CH:6][C:5]=1[O:12][CH3:13].[CH:14](=[O:16])[CH3:15], predict the reaction product. The product is: [F:3][C:4]1[CH:11]=[CH:10][C:7](/[CH:8]=[CH:15]/[CH:14]=[O:16])=[CH:6][C:5]=1[O:12][CH3:13]. (4) Given the reactants [OH:1][C:2]1[CH:31]=[CH:30][C:5]([CH2:6][N:7]2[C:15]3[C:10](=[CH:11][C:12]([CH:16]=[C:17]4[S:21][C:20]([N:22]5[CH2:27][CH2:26][N:25]([CH3:28])[CH2:24][CH2:23]5)=[N:19][C:18]4=[O:29])=[CH:13][CH:14]=3)[CH:9]=[N:8]2)=[C:4]([C:32]([F:35])([F:34])[F:33])[CH:3]=1.CCN(C(C)C)C(C)C.[CH3:45][S:46](Cl)(=[O:48])=[O:47], predict the reaction product. The product is: [CH3:28][N:25]1[CH2:26][CH2:27][N:22]([C:20]2[S:21][C:17](=[CH:16][C:12]3[CH:11]=[C:10]4[C:15](=[CH:14][CH:13]=3)[N:7]([CH2:6][C:5]3[CH:30]=[CH:31][C:2]([O:1][S:46]([CH3:45])(=[O:48])=[O:47])=[CH:3][C:4]=3[C:32]([F:35])([F:34])[F:33])[N:8]=[CH:9]4)[C:18](=[O:29])[N:19]=2)[CH2:23][CH2:24]1. (5) Given the reactants [C:1](OC(=O)C)(=[O:3])[CH3:2].I.[CH3:9][C:10]1[N:11]([C:16]2[CH:21]=[CH:20][C:19]([O:22][CH2:23][CH3:24])=[CH:18][CH:17]=2)[C:12]([CH3:15])=[CH:13][CH:14]=1, predict the reaction product. The product is: [C:1]([C:13]1[CH:14]=[C:10]([CH3:9])[N:11]([C:16]2[CH:21]=[CH:20][C:19]([O:22][CH2:23][CH3:24])=[CH:18][CH:17]=2)[C:12]=1[CH3:15])(=[O:3])[CH3:2]. (6) Given the reactants [CH3:13][CH:12]([O:11][C:9](/N=N/[C:9]([O:11][CH:12]([CH3:14])[CH3:13])=O)=O)[CH3:14].OC1C=[CH:20][C:19]([C:22]2([OH:41])[CH2:27][CH2:26][N:25]([C:28]3[CH:29]=[CH:30][C:31]4[N:32]([C:34]([C:37]([F:40])([F:39])[F:38])=[N:35][N:36]=4)[N:33]=3)[CH2:24][CH2:23]2)=[CH:18]C=1.FC(F)(F)[C:44]1[N:48]2[N:49]=[C:50](N3CCC(C4C=CC(O)=CC=4)CC3)[CH:51]=[CH:52][C:47]2=NN=1.C1(P(C2C=CC=CC=2)C2C=CC=CC=2)C=CC=CC=1, predict the reaction product. The product is: [CH3:44][N:48]1[C:47]([CH2:52][CH2:9][O:11][C:12]2[CH:13]=[CH:20][C:19]([C:22]3([OH:41])[CH2:23][CH2:24][N:25]([C:28]4[CH:29]=[CH:30][C:31]5[N:32]([C:34]([C:37]([F:38])([F:39])[F:40])=[N:35][N:36]=5)[N:33]=4)[CH2:26][CH2:27]3)=[CH:18][CH:14]=2)=[CH:51][CH:50]=[N:49]1. (7) Given the reactants [NH2:1][C:2]1[CH:27]=[CH:26][C:5]([O:6][C:7]2[CH:8]=[C:9]([CH:23]=[CH:24][CH:25]=2)[C:10]([NH:12][C:13]2[CH:18]=[CH:17][C:16]([C:19]([F:22])([F:21])[F:20])=[CH:15][CH:14]=2)=[O:11])=[CH:4][CH:3]=1.[S-:28][C:29]#[N:30].[K+].BrBr, predict the reaction product. The product is: [NH2:30][C:29]1[S:28][C:27]2[CH:26]=[C:5]([O:6][C:7]3[CH:8]=[C:9]([CH:23]=[CH:24][CH:25]=3)[C:10]([NH:12][C:13]3[CH:18]=[CH:17][C:16]([C:19]([F:20])([F:21])[F:22])=[CH:15][CH:14]=3)=[O:11])[CH:4]=[CH:3][C:2]=2[N:1]=1. (8) Given the reactants Cl.[NH2:2][C@H:3]1[CH2:7][CH2:6][N:5]([CH2:8][C:9]2[CH:18]=[C:17]3[C:12]([C:13]([NH2:19])=[N:14][CH:15]=[N:16]3)=[CH:11][CH:10]=2)[C:4]1=[O:20].CO, predict the reaction product. The product is: [NH2:2][C@H:3]1[CH2:7][CH2:6][N:5]([CH2:8][C:9]2[CH:18]=[C:17]3[C:12]([C:13]([NH2:19])=[N:14][CH:15]=[N:16]3)=[CH:11][CH:10]=2)[C:4]1=[O:20]. (9) Given the reactants [F:1][C:2]1[C:7]2[N:8]=[C:9](N)[S:10][C:6]=2[C:5]([O:12][CH3:13])=[CH:4][CH:3]=1.N(OCCC(C)C)=O, predict the reaction product. The product is: [F:1][C:2]1[C:7]2[N:8]=[CH:9][S:10][C:6]=2[C:5]([O:12][CH3:13])=[CH:4][CH:3]=1. (10) Given the reactants [CH3:1][N:2]1[C:6]2[CH:7]=[CH:8][C:9]([C:11](O)=[O:12])=[CH:10][C:5]=2[N:4]=[C:3]1[NH:14][C:15]1[S:16][C:17]2[CH:23]=[C:22]([O:24][C:25]([F:28])([F:27])[F:26])[CH:21]=[CH:20][C:18]=2[N:19]=1.[NH2:29][CH2:30][C:31]([N:33]([CH3:35])[CH3:34])=[O:32].CN(C(ON1N=NC2C=CC=CC1=2)=[N+](C)C)C.F[P-](F)(F)(F)(F)F.CCN(C(C)C)C(C)C, predict the reaction product. The product is: [CH3:34][N:33]([CH3:35])[C:31]([CH2:30][NH:29][C:11]([C:9]1[CH:8]=[CH:7][C:6]2[N:2]([CH3:1])[C:3]([NH:14][C:15]3[S:16][C:17]4[CH:23]=[C:22]([O:24][C:25]([F:27])([F:26])[F:28])[CH:21]=[CH:20][C:18]=4[N:19]=3)=[N:4][C:5]=2[CH:10]=1)=[O:12])=[O:32].